Predict the reactants needed to synthesize the given product. From a dataset of Retrosynthesis with 50K atom-mapped reactions and 10 reaction types from USPTO. (1) Given the product O=C(O)C(F)(F)F, predict the reactants needed to synthesize it. The reactants are: CC(C)(C)OC(=O)NCCC[C@H](NC(=O)c1cccn(Cc2ccccc2C(F)(F)F)c1=O)C(=O)O. (2) Given the product O=[N+]([O-])c1ccc(-n2ccnn2)c(F)c1, predict the reactants needed to synthesize it. The reactants are: O=[N+]([O-])c1ccc(F)c(F)c1.c1c[nH]nn1.